From a dataset of Forward reaction prediction with 1.9M reactions from USPTO patents (1976-2016). Predict the product of the given reaction. (1) The product is: [Cl:1][C:2]1[CH:28]=[CH:27][CH:26]=[C:25]([Cl:29])[C:3]=1[C:4]([NH:6][C:7]1[N:12]=[CH:11][N:10]=[C:9]([NH:13][C:14]2[CH:24]=[CH:23][C:17]([C:18]([OH:20])=[O:19])=[CH:16][CH:15]=2)[CH:8]=1)=[O:5]. Given the reactants [Cl:1][C:2]1[CH:28]=[CH:27][CH:26]=[C:25]([Cl:29])[C:3]=1[C:4]([NH:6][C:7]1[N:12]=[CH:11][N:10]=[C:9]([NH:13][C:14]2[CH:24]=[CH:23][C:17]([C:18]([O:20]CC)=[O:19])=[CH:16][CH:15]=2)[CH:8]=1)=[O:5].[Li+].[OH-], predict the reaction product. (2) Given the reactants [CH3:1][C:2]1[N:6]([CH2:7][C:8]2[C:17]3[C:12](=[CH:13][CH:14]=[CH:15][CH:16]=3)[CH:11]=[CH:10][CH:9]=2)[C:5]2[CH:18]=[C:19]([N:25]3[CH2:30][CH2:29][O:28][CH2:27][CH2:26]3)[CH:20]=[C:21]([C:22]([OH:24])=O)[C:4]=2[N:3]=1.C(Cl)CCl.[CH3:35][S:36]([NH2:39])(=[O:38])=[O:37], predict the reaction product. The product is: [CH3:1][C:2]1[N:6]([CH2:7][C:8]2[C:17]3[C:12](=[CH:13][CH:14]=[CH:15][CH:16]=3)[CH:11]=[CH:10][CH:9]=2)[C:5]2[CH:18]=[C:19]([N:25]3[CH2:30][CH2:29][O:28][CH2:27][CH2:26]3)[CH:20]=[C:21]([C:22]([NH:39][S:36]([CH3:35])(=[O:38])=[O:37])=[O:24])[C:4]=2[N:3]=1. (3) Given the reactants C(OC([N:8]1[CH2:13][CH2:12][CH:11]([O:14][C:15]2[CH:20]=[CH:19][CH:18]=[CH:17][C:16]=2[C:21]([O:23][CH3:24])=[O:22])[CH2:10][CH2:9]1)=O)(C)(C)C.[ClH:25], predict the reaction product. The product is: [ClH:25].[CH3:24][O:23][C:21](=[O:22])[C:16]1[CH:17]=[CH:18][CH:19]=[CH:20][C:15]=1[O:14][CH:11]1[CH2:12][CH2:13][NH:8][CH2:9][CH2:10]1. (4) Given the reactants [CH2:1]([O:3][C:4]([CH:6]1[CH2:11][NH:10][C:9]2[CH:12]=[C:13]([Cl:17])[C:14]([Cl:16])=[CH:15][C:8]=2[O:7]1)=[O:5])[CH3:2].[C:18](=O)([O:24]C(C)(C)C)[O:19][C:20]([CH3:23])([CH3:22])[CH3:21], predict the reaction product. The product is: [CH3:2][CH2:1][O:3][C:4]([CH:6]1[CH2:11][N:10]([C:18]([O:19][C:20]([CH3:23])([CH3:22])[CH3:21])=[O:24])[C:9]2[CH:12]=[C:13]([Cl:17])[C:14]([Cl:16])=[CH:15][C:8]=2[O:7]1)=[O:5]. (5) Given the reactants Cl[C:2]1[C:7]([N+:8]([O-:10])=[O:9])=[C:6](Cl)[N:5]=[C:4]([S:12][CH3:13])[N:3]=1.C(N(C(C)C)CC)(C)C.[CH2:23]([O:30][CH2:31][CH2:32][NH:33][CH2:34][CH2:35][OH:36])[C:24]1[CH:29]=[CH:28][CH:27]=[CH:26][CH:25]=1.[CH:37]1([NH2:42])[CH2:41][CH2:40][CH2:39][CH2:38]1, predict the reaction product. The product is: [CH2:23]([O:30][CH2:31][CH2:32][N:33]([C:2]1[C:7]([N+:8]([O-:10])=[O:9])=[C:6]([NH:42][CH:37]2[CH2:41][CH2:40][CH2:39][CH2:38]2)[N:5]=[C:4]([S:12][CH3:13])[N:3]=1)[CH2:34][CH2:35][OH:36])[C:24]1[CH:29]=[CH:28][CH:27]=[CH:26][CH:25]=1. (6) Given the reactants [CH2:1]([O:4][CH2:5][C:6]1([C:13]2[CH:18]=[CH:17][CH:16]=[C:15]([C:19]([F:22])([F:21])[F:20])[CH:14]=2)[C:10](=[O:11])[NH:9][C:8](=[O:12])[NH:7]1)[CH:2]=[CH2:3].Br[C:24]1[CH:31]=[CH:30][C:27]([C:28]#[N:29])=[C:26]([C:32]([F:35])([F:34])[F:33])[CH:25]=1, predict the reaction product. The product is: [O:12]=[C:8]1[NH:7][C:6]([CH2:5][O:4][CH2:1][CH:2]=[CH2:3])([C:13]2[CH:18]=[CH:17][CH:16]=[C:15]([C:19]([F:21])([F:22])[F:20])[CH:14]=2)[C:10](=[O:11])[N:9]1[C:24]1[CH:31]=[CH:30][C:27]([C:28]#[N:29])=[C:26]([C:32]([F:33])([F:35])[F:34])[CH:25]=1. (7) Given the reactants [C:1]([N:4]1[C:13]2[C:8](=[CH:9][C:10](Br)=[C:11]([N+:14]([O-:16])=[O:15])[CH:12]=2)[N:7]([C:18]([O:20][CH:21]([CH3:23])[CH3:22])=[O:19])[CH2:6][C@@H:5]1[CH3:24])(=[O:3])[CH3:2].CC1(C)C(C)(C)OB([N:33]2[CH:37]=[CH:36][CH:35]=[N:34]2)O1.C(=O)([O-])[O-].[Cs+].[Cs+].[CH3:45][CH:46]([C:48]1C=C(C(C)C)C(C2C=CC=CC=2P(C2CCCCC2)C2CCCCC2)=C(C(C)C)C=1)C, predict the reaction product. The product is: [C:1]([N:4]1[C:13]2[C:8](=[CH:9][C:10]([C:36]3[CH:35]=[N:34][N:33]([CH:48]4[CH2:46][CH2:45]4)[CH:37]=3)=[C:11]([N+:14]([O-:16])=[O:15])[CH:12]=2)[N:7]([C:18]([O:20][CH:21]([CH3:23])[CH3:22])=[O:19])[CH2:6][C@@H:5]1[CH3:24])(=[O:3])[CH3:2].